From a dataset of Reaction yield outcomes from USPTO patents with 853,638 reactions. Predict the reaction yield, written as a fraction of the theoretical maximum amount of product (1.0 means a 100% yield; for example, 0.34 means a 34% yield). The reactants are Br[C:2]1[C:6]2[CH:7]=[C:8]([C:11]([O:13][CH3:14])=[O:12])[CH:9]=[CH:10][C:5]=2[O:4][CH:3]=1.[Cl:15][C:16]1[CH:17]=[C:18](B(O)O)[CH:19]=[CH:20][C:21]=1[S:22][CH3:23]. No catalyst specified. The product is [Cl:15][C:16]1[CH:17]=[C:18]([C:2]2[C:6]3[CH:7]=[C:8]([C:11]([O:13][CH3:14])=[O:12])[CH:9]=[CH:10][C:5]=3[O:4][CH:3]=2)[CH:19]=[CH:20][C:21]=1[S:22][CH3:23]. The yield is 0.840.